This data is from Peptide-MHC class II binding affinity with 134,281 pairs from IEDB. The task is: Regression. Given a peptide amino acid sequence and an MHC pseudo amino acid sequence, predict their binding affinity value. This is MHC class II binding data. The peptide sequence is VTKDTNDNNLYKLHG. The MHC is HLA-DQA10501-DQB10303 with pseudo-sequence HLA-DQA10501-DQB10303. The binding affinity (normalized) is 0.